This data is from Catalyst prediction with 721,799 reactions and 888 catalyst types from USPTO. The task is: Predict which catalyst facilitates the given reaction. (1) Reactant: [F:1][C:2]([F:50])([F:49])[C:3]1[CH:4]=[C:5]([CH:13]2[C:17]3([CH2:19][CH2:18]3)[N:16]([CH2:20][C:21]3[C:26]([C:27]4[CH:28]=[C:29]([C:35]5[CH:40]=[CH:39][C:38]([C:41]([O:43][CH3:44])=[O:42])=[CH:37][C:36]=5[CH3:45])[CH:30]=[CH:31][C:32]=4[O:33][CH3:34])=[CH:25][N:24]=[C:23](SC)[N:22]=3)[C:15](=[O:48])[O:14]2)[CH:6]=[C:7]([C:9]([F:12])([F:11])[F:10])[CH:8]=1.O[O:52][S:53]([O-:55])=O.[K+].[CH2:57]1COCC1. Product: [F:12][C:9]([F:10])([F:11])[C:7]1[CH:6]=[C:5]([CH:13]2[C:17]3([CH2:19][CH2:18]3)[N:16]([CH2:20][C:21]3[C:26]([C:27]4[CH:28]=[C:29]([C:35]5[CH:40]=[CH:39][C:38]([C:41]([O:43][CH3:44])=[O:42])=[CH:37][C:36]=5[CH3:45])[CH:30]=[CH:31][C:32]=4[O:33][CH3:34])=[CH:25][N:24]=[C:23]([S:53]([CH3:57])(=[O:55])=[O:52])[N:22]=3)[C:15](=[O:48])[O:14]2)[CH:4]=[C:3]([C:2]([F:1])([F:49])[F:50])[CH:8]=1. The catalyst class is: 69. (2) Reactant: [NH2:1][C:2]1[CH:6]=[C:5]([Br:7])[S:4][C:3]=1[C:8]([NH2:10])=[O:9].C(N(CC)CC)C.O1CCCC1.[S:23]1[CH:27]=[CH:26][N:25]=[C:24]1[C:28](Cl)=[O:29]. Product: [Br:7][C:5]1[S:4][C:3]([C:8](=[O:9])[NH2:10])=[C:2]([NH:1][C:28]([C:24]2[S:23][CH:27]=[CH:26][N:25]=2)=[O:29])[CH:6]=1. The catalyst class is: 6. (3) Reactant: [NH2:1][C@H:2]([CH2:21][OH:22])[CH2:3][CH2:4][C:5]1[CH:10]=[CH:9][C:8]([NH:11][C:12](=[O:20])[C:13]2[CH:18]=[CH:17][C:16]([Cl:19])=[CH:15][CH:14]=2)=[CH:7][CH:6]=1.C([O-])(=O)C.[Na+].[N:28]#[C:29]Br.[OH-].[Na+]. Product: [NH2:28][C:29]1[O:22][CH2:21][C@H:2]([CH2:3][CH2:4][C:5]2[CH:6]=[CH:7][C:8]([NH:11][C:12](=[O:20])[C:13]3[CH:18]=[CH:17][C:16]([Cl:19])=[CH:15][CH:14]=3)=[CH:9][CH:10]=2)[N:1]=1. The catalyst class is: 5. (4) Reactant: [OH:1][NH:2][C:3](=[O:9])[O:4][C:5]([CH3:8])([CH3:7])[CH3:6].[H-].[Na+].Cl[CH2:13][CH2:14][C:15]([C:17]1[CH:22]=[CH:21][CH:20]=[CH:19][CH:18]=1)=[O:16]. Product: [O:16]=[C:15]([C:17]1[CH:22]=[CH:21][CH:20]=[CH:19][CH:18]=1)[CH2:14][CH2:13][O:1][NH:2][C:3](=[O:9])[O:4][C:5]([CH3:8])([CH3:7])[CH3:6]. The catalyst class is: 1. (5) Reactant: [Br:1][C:2]1[CH:7]=[CH:6][C:5]([NH:8][C:9]([C:11]2[N:12](COCC[Si](C)(C)C)[CH:13]=[C:14]([C:16]#[N:17])[N:15]=2)=[O:10])=[C:4]([C:26]2[CH2:31][CH2:30][C:29]([CH3:33])([CH3:32])[CH2:28][CH:27]=2)[CH:3]=1.CCO.C(O)(C(F)(F)F)=O.C(O)CC. Product: [Br:1][C:2]1[CH:7]=[CH:6][C:5]([NH:8][C:9]([C:11]2[NH:12][CH:13]=[C:14]([C:16]#[N:17])[N:15]=2)=[O:10])=[C:4]([C:26]2[CH2:31][CH2:30][C:29]([CH3:33])([CH3:32])[CH2:28][CH:27]=2)[CH:3]=1. The catalyst class is: 2. (6) Reactant: [F:1][C:2]1([F:13])[CH2:7][CH:6]([OH:8])[C:5]([O:11]C)(OC)[CH2:4][CH2:3]1.[H-].[Na+].[CH2:16](Br)[C:17]1[CH:22]=[CH:21][CH:20]=[CH:19][CH:18]=1. Product: [CH2:16]([O:8][CH:6]1[CH2:7][C:2]([F:1])([F:13])[CH2:3][CH2:4][C:5]1=[O:11])[C:17]1[CH:22]=[CH:21][CH:20]=[CH:19][CH:18]=1. The catalyst class is: 18. (7) Reactant: [CH3:1][O:2][C:3]([C:5]1[CH:6]=[C:7]([CH:11]=[C:12]([N:14]([CH3:19])[S:15]([CH3:18])(=[O:17])=[O:16])[CH:13]=1)[C:8](O)=[O:9])=[O:4].B.C1COCC1.C(O)(=O)C.O. Product: [OH:9][CH2:8][C:7]1[CH:6]=[C:5]([CH:13]=[C:12]([N:14]([CH3:19])[S:15]([CH3:18])(=[O:17])=[O:16])[CH:11]=1)[C:3]([O:2][CH3:1])=[O:4]. The catalyst class is: 1.